Task: Regression/Classification. Given a drug SMILES string, predict its absorption, distribution, metabolism, or excretion properties. Task type varies by dataset: regression for continuous measurements (e.g., permeability, clearance, half-life) or binary classification for categorical outcomes (e.g., BBB penetration, CYP inhibition). Dataset: hlm.. Dataset: Human liver microsome stability data (1) The molecule is COc1ccc(CN2C(=O)c3cccc(N4CCN(Cc5ccccc5)CC4)c3C2=O)cc1OC. The result is 1 (stable in human liver microsomes). (2) The compound is Cc1cc(-c2ccc(C(F)(F)F)cn2)[nH]c1C(=O)N[C@@H](CN)c1ncc(CO)s1. The result is 0 (unstable in human liver microsomes). (3) The molecule is CC1=CC[C@@]2(C[C@@H]1O)[C@@H](C(=O)O)CC[C@H]2C1CCCCC1. The result is 1 (stable in human liver microsomes). (4) The molecule is CS(=O)(=O)Nc1ccc2c(c1)S(=O)(=O)NC(C1=C(O)[C@@H]3C4CCC(CC4)[C@@H]3N(Cc3ccc(F)c(F)c3)C1=O)=N2. The result is 0 (unstable in human liver microsomes). (5) The compound is Cc1ccc2c(c1)[C@]1(C[C@H]1c1ccc3c(C=Cc4ccc(CN5CCOCC5)cc4)[nH]nc3c1)C(=O)N2. The result is 0 (unstable in human liver microsomes). (6) The drug is CC(C)C=CC[C@@H]1CN(C2CCCC2)C(O)C(C2=NS(=O)(=O)c3cc(NS(C)(=O)=O)ccc3N2)=C1O. The result is 0 (unstable in human liver microsomes).